From a dataset of Forward reaction prediction with 1.9M reactions from USPTO patents (1976-2016). Predict the product of the given reaction. (1) Given the reactants [C:1]([O:5][C:6]([NH:8][CH:9]1[C:23](=[O:24])[N:22]2[CH2:25][C@H:26]([O:28][C:29]3[CH:34]=[C:33]([C:35]4[CH:40]=[CH:39][CH:38]=[CH:37][N:36]=4)[N:32]=[C:31]4[CH:41]=[CH:42][S:43][C:30]=34)[CH2:27][C@H:21]2[C:20](=[O:44])[NH:19][C@:18]2([C:46]([O:48]C)=[O:47])[CH2:45][C@H:17]2[CH:16]=[CH:15][CH2:14][CH2:13][CH2:12][CH2:11][CH2:10]1)=[O:7])([CH3:4])([CH3:3])[CH3:2].O1CCCC1.[OH-].[Li+], predict the reaction product. The product is: [C:1]([O:5][C:6]([NH:8][C@@H:9]1[C:23](=[O:24])[N:22]2[CH2:25][C@H:26]([O:28][C:29]3[CH:34]=[C:33]([C:35]4[CH:40]=[CH:39][CH:38]=[CH:37][N:36]=4)[N:32]=[C:31]4[CH:41]=[CH:42][S:43][C:30]=34)[CH2:27][C@H:21]2[C:20](=[O:44])[NH:19][C@:18]2([C:46]([OH:48])=[O:47])[CH2:45][C@H:17]2[CH:16]=[CH:15][CH2:14][CH2:13][CH2:12][CH2:11][CH2:10]1)=[O:7])([CH3:4])([CH3:2])[CH3:3]. (2) The product is: [CH3:8][CH:7]([CH3:9])[CH2:6][CH:5]([C:10]1[CH:11]=[C:12]([C:30]2[CH:31]=[CH:32][C:33]([C:36]([F:39])([F:37])[F:38])=[CH:34][CH:35]=2)[CH:13]=[C:14]([N:16]2[CH2:21][CH2:20][CH2:19][CH2:18][CH:17]2[CH2:22][C:23]2[CH:28]=[CH:27][CH:26]=[CH:25][C:24]=2[CH3:29])[CH:15]=1)[C:4]([OH:40])=[O:3]. Given the reactants C([O:3][C:4](=[O:40])[CH:5]([C:10]1[CH:11]=[C:12]([C:30]2[CH:35]=[CH:34][C:33]([C:36]([F:39])([F:38])[F:37])=[CH:32][CH:31]=2)[CH:13]=[C:14]([N:16]2[CH2:21][CH2:20][CH2:19][CH2:18][CH:17]2[CH2:22][C:23]2[CH:28]=[CH:27][CH:26]=[CH:25][C:24]=2[CH3:29])[CH:15]=1)[CH2:6][CH:7]([CH3:9])[CH3:8])C.[OH-].[Na+], predict the reaction product. (3) The product is: [CH2:1]([N:8]([CH:9]([CH2:12][CH3:13])[CH2:10][CH3:11])[C:16](=[O:17])[CH2:15][Br:14])[C:2]1[CH:7]=[CH:6][CH:5]=[CH:4][CH:3]=1. Given the reactants [CH2:1]([NH:8][CH:9]([CH2:12][CH3:13])[CH2:10][CH3:11])[C:2]1[CH:7]=[CH:6][CH:5]=[CH:4][CH:3]=1.[Br:14][CH2:15][C:16](Br)=[O:17].CCN(CC)CC, predict the reaction product. (4) Given the reactants [Cl:1][C:2]1[C:3]([F:28])=[C:4]([CH:8]2[C:12]([C:15]3[CH:20]=[CH:19][C:18]([Cl:21])=[CH:17][C:16]=3[F:22])([C:13]#[N:14])[CH:11]([CH2:23][C:24]([CH3:27])([CH3:26])[CH3:25])[CH2:10][NH:9]2)[CH:5]=[CH:6][CH:7]=1.[C:29](Cl)(Cl)=[O:30].C(N(CC)CC)C.[CH3:40][O:41][C:42](=[O:51])[C:43]1[CH:48]=[CH:47][C:46]([CH2:49][NH2:50])=[CH:45][CH:44]=1, predict the reaction product. The product is: [CH3:40][O:41][C:42](=[O:51])[C:43]1[CH:48]=[CH:47][C:46]([CH2:49][NH:50][C:29]([N:9]2[CH2:10][C@@H:11]([CH2:23][C:24]([CH3:25])([CH3:27])[CH3:26])[C@@:12]([C:15]3[CH:20]=[CH:19][C:18]([Cl:21])=[CH:17][C:16]=3[F:22])([C:13]#[N:14])[C@H:8]2[C:4]2[CH:5]=[CH:6][CH:7]=[C:2]([Cl:1])[C:3]=2[F:28])=[O:30])=[CH:45][CH:44]=1. (5) Given the reactants [NH2:1][CH2:2][C:3]1[CH:14]=[CH:13][C:12]([C:15]([F:18])([F:17])[F:16])=[CH:11][C:4]=1[O:5][CH2:6][CH2:7][N:8]([CH3:10])[CH3:9].C1N=CN([C:24](N2C=NC=C2)=[O:25])C=1.[NH2:31][C:32]1[C:37]2[O:38][CH2:39][C:40](=[O:42])[NH:41][C:36]=2[CH:35]=[CH:34][CH:33]=1, predict the reaction product. The product is: [CH3:9][N:8]([CH3:10])[CH2:7][CH2:6][O:5][C:4]1[CH:11]=[C:12]([C:15]([F:16])([F:17])[F:18])[CH:13]=[CH:14][C:3]=1[CH2:2][NH:1][C:24]([NH:31][C:32]1[C:37]2[O:38][CH2:39][C:40](=[O:42])[NH:41][C:36]=2[CH:35]=[CH:34][CH:33]=1)=[O:25].